From a dataset of Forward reaction prediction with 1.9M reactions from USPTO patents (1976-2016). Predict the product of the given reaction. The product is: [Cl:1][CH2:2][C:3]1[N:4]=[C:7]([C:8]2([CH3:11])[CH2:10][CH2:9]2)[O:6][N:5]=1. Given the reactants [Cl:1][CH2:2][C:3]([NH:5][OH:6])=[NH:4].[CH3:7][C:8]1([C:11](Cl)=O)[CH2:10][CH2:9]1.C(N(CC)CC)C.[Cl-].[Na+], predict the reaction product.